Dataset: Forward reaction prediction with 1.9M reactions from USPTO patents (1976-2016). Task: Predict the product of the given reaction. Given the reactants [NH2:1][C:2]1[CH:7]=[CH:6][C:5](O)=[CH:4][C:3]=1[N:9]1[CH2:14][CH2:13][O:12][CH2:11][CH2:10]1.Cl[C:16]1[C:25]2[C:20](=[CH:21][C:22]([O:28][CH3:29])=[C:23]([O:26][CH3:27])[CH:24]=2)[N:19]=[CH:18][N:17]=1.[OH-:30].[Na+], predict the reaction product. The product is: [CH3:27][O:26][C:23]1[CH:24]=[C:25]2[C:20](=[CH:21][C:22]=1[O:28][CH3:29])[N:19]=[CH:18][N:17]=[C:16]2[O:30][C:2]1[CH:7]=[CH:6][C:5]([NH:1][C:2]2[CH:7]=[CH:6][CH:5]=[CH:4][C:3]=2[N:9]2[CH2:14][CH2:13][O:12][CH2:11][CH2:10]2)=[CH:4][CH:3]=1.